Dataset: Peptide-MHC class II binding affinity with 134,281 pairs from IEDB. Task: Regression. Given a peptide amino acid sequence and an MHC pseudo amino acid sequence, predict their binding affinity value. This is MHC class II binding data. The peptide sequence is EVEFIGYGKATLECQ. The MHC is DRB1_0701 with pseudo-sequence DRB1_0701. The binding affinity (normalized) is 0.348.